From a dataset of HIV replication inhibition screening data with 41,000+ compounds from the AIDS Antiviral Screen. Binary Classification. Given a drug SMILES string, predict its activity (active/inactive) in a high-throughput screening assay against a specified biological target. The drug is O=c1c2cc(Br)cc(Br)c2[nH]c(=S)n1-c1ccccc1. The result is 0 (inactive).